Task: Predict the product of the given reaction.. Dataset: Forward reaction prediction with 1.9M reactions from USPTO patents (1976-2016) (1) Given the reactants FC(F)(F)C(O)=O.C(OC(=O)[NH:14][C@@H:15]([CH2:30][N:31]1[CH2:36][C:35](=[O:37])[N:34]([C:38]2[CH:43]=[C:42]([F:44])[CH:41]=[CH:40][C:39]=2[Cl:45])[CH2:33][C:32]1([CH3:47])[CH3:46])[C@@H:16]([OH:29])[CH2:17][C@H:18]([C:22](=[O:28])[NH:23][CH2:24][CH2:25][CH2:26][CH3:27])[CH:19]([CH3:21])[CH3:20])(C)(C)C.[C:49]([OH:56])(=[O:55])/[CH:50]=[CH:51]/[C:52]([OH:54])=[O:53].C(NC(=O)[C@H](C(C)C)C[C@H](O)[C@@H](N)CN1CC(=O)N(C2C=C(F)C=CC=2Cl)CC1(C)C)CCC, predict the reaction product. The product is: [C:49]([OH:56])(=[O:55])/[CH:50]=[CH:51]/[C:52]([OH:54])=[O:53].[CH2:24]([NH:23][C:22](=[O:28])[C@H:18]([CH:19]([CH3:21])[CH3:20])[CH2:17][C@H:16]([OH:29])[C@@H:15]([NH2:14])[CH2:30][N:31]1[CH2:36][C:35](=[O:37])[N:34]([C:38]2[CH:43]=[C:42]([F:44])[CH:41]=[CH:40][C:39]=2[Cl:45])[CH2:33][C:32]1([CH3:46])[CH3:47])[CH2:25][CH2:26][CH3:27]. (2) Given the reactants [CH3:1][C:2]1([CH3:28])[CH2:7][O:6][CH:5]([CH2:8][O:9][C:10]2[CH:15]=[CH:14][N:13]=[C:12]([CH2:16][S:17][C:18]3[NH:22][C:21]4[CH:23]=[CH:24][CH:25]=[CH:26][C:20]=4[N:19]=3)[C:11]=2[CH3:27])[O:4][CH2:3]1.ClC1C=CC=C(C(OO)=[O:37])C=1.C(=O)([O-])O.[Na+], predict the reaction product. The product is: [CH3:1][C:2]1([CH3:28])[CH2:7][O:6][CH:5]([CH2:8][O:9][C:10]2[CH:15]=[CH:14][N:13]=[C:12]([CH2:16][S:17]([C:18]3[NH:19][C:20]4[CH:26]=[CH:25][CH:24]=[CH:23][C:21]=4[N:22]=3)=[O:37])[C:11]=2[CH3:27])[O:4][CH2:3]1. (3) The product is: [Cl:1][C:2]1[CH:3]=[C:4]([CH:9]([CH2:13][CH:14]=[CH2:15])[C:10]([Cl:19])=[O:11])[CH:5]=[CH:6][C:7]=1[Cl:8]. Given the reactants [Cl:1][C:2]1[CH:3]=[C:4]([CH:9]([CH2:13][CH:14]=[CH2:15])[C:10](O)=[O:11])[CH:5]=[CH:6][C:7]=1[Cl:8].C(Cl)(=O)C([Cl:19])=O.CN(C)C=O, predict the reaction product. (4) Given the reactants [CH2:1]([O:8][C:9](=[O:22])[NH:10][CH:11]([C:13]1[N:14]=[C:15]2[CH:20]=[N:19][CH:18]=[CH:17][N:16]2[CH:21]=1)[CH3:12])[C:2]1[CH:7]=[CH:6][CH:5]=[CH:4][CH:3]=1.C1C(=O)N([I:30])C(=O)C1, predict the reaction product. The product is: [CH2:1]([O:8][C:9](=[O:22])[NH:10][CH:11]([C:13]1[N:14]=[C:15]2[CH:20]=[N:19][CH:18]=[CH:17][N:16]2[C:21]=1[I:30])[CH3:12])[C:2]1[CH:7]=[CH:6][CH:5]=[CH:4][CH:3]=1. (5) Given the reactants [O:1]=[CH:2][C:3]1[CH:11]=[CH:10][C:8]([OH:9])=[C:5]([O:6][CH3:7])[CH:4]=1.[C:12](O)(=[O:32])/[CH:13]=[CH:14]\[CH:15]=[CH:16][CH:17]=[CH:18][CH:19]=[CH:20][CH:21]=[CH:22][CH2:23][CH2:24][CH2:25][CH2:26][CH2:27][CH2:28][CH2:29][CH2:30][CH3:31].C1(N=C=NC2CCCCC2)CCCCC1, predict the reaction product. The product is: [CH3:7][O:6][C:5]1[CH:4]=[C:3]([CH:11]=[CH:10][C:8]=1[O:9][C:12](=[O:32])[CH:13]=[CH:14][CH:15]=[CH:16][CH:17]=[CH:18][CH:19]=[CH:20][CH:21]=[CH:22][CH2:23][CH2:24][CH2:25][CH2:26][CH2:27][CH2:28][CH2:29][CH2:30][CH3:31])[CH:2]=[O:1].